From a dataset of Forward reaction prediction with 1.9M reactions from USPTO patents (1976-2016). Predict the product of the given reaction. (1) Given the reactants [NH2:1][C:2]1[CH:7]=[CH:6][C:5]([C:8]2[N:9]=[CH:10][C:11]3[N:12]([N:14]=[C:15]([NH2:17])[N:16]=3)[CH:13]=2)=[CH:4][CH:3]=1.C(=O)([O-])[O-].[K+].[K+].[C:24]1([CH2:30][C:31](O)=[O:32])[CH:29]=[CH:28][CH:27]=[CH:26][CH:25]=1.CN(C(ON1N=NC2C=CC=NC1=2)=[N+](C)C)C.F[P-](F)(F)(F)(F)F, predict the reaction product. The product is: [NH2:17][C:15]1[N:16]=[C:11]2[CH:10]=[N:9][C:8]([C:5]3[CH:6]=[CH:7][C:2]([NH:1][C:31](=[O:32])[CH2:30][C:24]4[CH:29]=[CH:28][CH:27]=[CH:26][CH:25]=4)=[CH:3][CH:4]=3)=[CH:13][N:12]2[N:14]=1. (2) Given the reactants [Cl:1][C:2]1[CH:7]=[CH:6][C:5]([NH:8][CH2:9][C:10]([O:12]CC)=O)=[CH:4][CH:3]=1.O.[NH2:16][NH2:17], predict the reaction product. The product is: [Cl:1][C:2]1[CH:7]=[CH:6][C:5]([NH:8][CH2:9][C:10]([NH:16][NH2:17])=[O:12])=[CH:4][CH:3]=1.